From a dataset of Forward reaction prediction with 1.9M reactions from USPTO patents (1976-2016). Predict the product of the given reaction. (1) Given the reactants [OH:1][CH:2]([CH3:15])[C:3]#[C:4][C:5]([O:7][CH2:8][C:9]1[CH:14]=[CH:13][CH:12]=[CH:11][CH:10]=1)=[O:6].CC(OI1(OC(C)=O)(OC(C)=O)OC(=O)C2C=CC=CC1=2)=O.C(OCC)C, predict the reaction product. The product is: [CH2:8]([O:7][C:5](=[O:6])[C:4]#[C:3][C:2](=[O:1])[CH3:15])[C:9]1[CH:14]=[CH:13][CH:12]=[CH:11][CH:10]=1. (2) Given the reactants Cl.[NH2:2][C@H:3]1[CH2:7][CH2:6][N:5]([C:8](=[O:23])[CH2:9][NH:10][C:11](=[O:22])[C:12]2[CH:17]=[CH:16][CH:15]=[C:14]([C:18]([F:21])([F:20])[F:19])[CH:13]=2)[CH2:4]1.[OH:24][C:25]1([C:32]2[CH:37]=[CH:36][C:35]([C:38]3[N:43]=[CH:42][CH:41]=[CH:40][N:39]=3)=[CH:34][N:33]=2)[CH2:30][CH2:29][C:28](=O)[CH2:27][CH2:26]1.C(N(CC)CC)C.C(O[BH-](OC(=O)C)OC(=O)C)(=O)C.[Na+], predict the reaction product. The product is: [OH:24][C:25]1([C:32]2[CH:37]=[CH:36][C:35]([C:38]3[N:39]=[CH:40][CH:41]=[CH:42][N:43]=3)=[CH:34][N:33]=2)[CH2:30][CH2:29][CH:28]([NH:2][C@H:3]2[CH2:7][CH2:6][N:5]([C:8](=[O:23])[CH2:9][NH:10][C:11](=[O:22])[C:12]3[CH:17]=[CH:16][CH:15]=[C:14]([C:18]([F:20])([F:21])[F:19])[CH:13]=3)[CH2:4]2)[CH2:27][CH2:26]1. (3) Given the reactants [C:1]([O:5][C:6]([N:8]1[CH2:13][CH2:12][N:11]([C:14]2[CH:19]=[CH:18][C:17]([C:20]3[O:24][C:23]([C:25]4[CH:33]=[CH:32][C:31]([C:34]([F:37])([F:36])[F:35])=[C:30]5[C:26]=4[CH:27]=[CH:28][NH:29]5)=[N:22][C:21]=3[C:38]([O:40]CC)=[O:39])=[CH:16][CH:15]=2)[CH2:10][C:9]1([CH3:44])[CH3:43])=[O:7])([CH3:4])([CH3:3])[CH3:2].[OH-].[Na+], predict the reaction product. The product is: [C:1]([O:5][C:6]([N:8]1[CH2:13][CH2:12][N:11]([C:14]2[CH:19]=[CH:18][C:17]([C:20]3[O:24][C:23]([C:25]4[CH:33]=[CH:32][C:31]([C:34]([F:37])([F:35])[F:36])=[C:30]5[C:26]=4[CH:27]=[CH:28][NH:29]5)=[N:22][C:21]=3[C:38]([OH:40])=[O:39])=[CH:16][CH:15]=2)[CH2:10][C:9]1([CH3:44])[CH3:43])=[O:7])([CH3:4])([CH3:2])[CH3:3]. (4) Given the reactants Br[C:2]1[N:7]=[C:6]([CH3:8])[C:5]([CH:9]=[O:10])=[CH:4][CH:3]=1.[C:11]([O:15][C:16](=[O:26])[CH2:17][O:18][C:19]1[CH:24]=[CH:23][C:22]([OH:25])=[CH:21][CH:20]=1)([CH3:14])([CH3:13])[CH3:12].C([O-])([O-])=O.[K+].[K+], predict the reaction product. The product is: [C:11]([O:15][C:16](=[O:26])[CH2:17][O:18][C:19]1[CH:20]=[CH:21][C:22]([O:25][C:2]2[CH:3]=[CH:4][C:5]([CH:9]=[O:10])=[C:6]([CH3:8])[N:7]=2)=[CH:23][CH:24]=1)([CH3:14])([CH3:12])[CH3:13]. (5) The product is: [NH2:17][C:16]1[C:11]2[N:12]([C:43]([Cl:44])=[C:9]([Cl:8])[N:10]=2)[CH2:13][C@:14]([C:26]2[CH:31]=[C:30]([NH:32][C:33]([C:35]3[CH:40]=[CH:39][C:38]([F:41])=[CH:37][N:36]=3)=[O:34])[CH:29]=[CH:28][C:27]=2[F:42])([CH3:25])[N:15]=1. Given the reactants FC(F)(F)C(O)=O.[Cl:8][C:9]1[N:10]=[C:11]2[C:16]([NH:17]C(=O)OC(C)(C)C)=[N:15][C@@:14]([C:26]3[CH:31]=[C:30]([NH:32][C:33]([C:35]4[CH:40]=[CH:39][C:38]([F:41])=[CH:37][N:36]=4)=[O:34])[CH:29]=[CH:28][C:27]=3[F:42])([CH3:25])[CH2:13][N:12]2[C:43]=1[Cl:44], predict the reaction product. (6) Given the reactants [NH2:1][C:2]1[N:10]=[CH:9][CH:8]=[CH:7][C:3]=1[C:4]([OH:6])=O.[F:11][C:12]1[CH:19]=[CH:18][CH:17]=[CH:16][C:13]=1[CH2:14][NH2:15].CN([P+](ON1N=NC2C=CC=CC1=2)(N(C)C)N(C)C)C.F[P-](F)(F)(F)(F)F.C(N(CC)CC)C, predict the reaction product. The product is: [F:11][C:12]1[CH:19]=[CH:18][CH:17]=[CH:16][C:13]=1[CH2:14][NH:15][C:4](=[O:6])[C:3]1[CH:7]=[CH:8][CH:9]=[N:10][C:2]=1[NH2:1].